From a dataset of Forward reaction prediction with 1.9M reactions from USPTO patents (1976-2016). Predict the product of the given reaction. (1) Given the reactants [Br:1][C:2]1[CH:11]=[C:10]2[C:5]([C:6]([NH:15][CH2:16][CH2:17][CH2:18][O:19][CH:20]([CH3:22])[CH3:21])=[C:7]([N+:12]([O-])=O)[CH:8]=[N:9]2)=[CH:4][CH:3]=1, predict the reaction product. The product is: [Br:1][C:2]1[CH:11]=[C:10]2[C:5]([C:6]([NH:15][CH2:16][CH2:17][CH2:18][O:19][CH:20]([CH3:22])[CH3:21])=[C:7]([NH2:12])[CH:8]=[N:9]2)=[CH:4][CH:3]=1. (2) Given the reactants [F:1][C:2]1[CH:8]=[CH:7][C:6]([S:9]([CH3:12])(=[O:11])=[O:10])=[CH:5][C:3]=1N.Cl.N([O-])=O.[Na+].[I-:18].[K+], predict the reaction product. The product is: [F:1][C:2]1[CH:8]=[CH:7][C:6]([S:9]([CH3:12])(=[O:11])=[O:10])=[CH:5][C:3]=1[I:18]. (3) Given the reactants [C:1]([C:4]1[C:5]([OH:14])=[C:6]([CH:10]=[C:11](Br)[CH:12]=1)[C:7]([OH:9])=[O:8])(=[O:3])[CH3:2], predict the reaction product. The product is: [C:1]([C:4]1[C:5]([OH:14])=[C:6]([CH:10]=[CH:11][CH:12]=1)[C:7]([OH:9])=[O:8])(=[O:3])[CH3:2]. (4) Given the reactants [CH2:1]([C:3]1[C:4]([C:11]([O:13][CH2:14][C:15]2[CH:20]=[CH:19][CH:18]=[CH:17][CH:16]=2)=[O:12])=[C:5]([CH:9]=[O:10])[NH:6][C:7]=1I)[CH3:2].FC1C=CC(B(O)O)=CC=1.CC1(C)COB([C:38]2[CH:45]=[CH:44][CH:43]=[CH:42][C:39]=2[C:40]#[N:41])OC1, predict the reaction product. The product is: [C:40]([C:39]1[CH:42]=[CH:43][CH:44]=[CH:45][C:38]=1[C:7]1[NH:6][C:5]([CH:9]=[O:10])=[C:4]([C:11]([O:13][CH2:14][C:15]2[CH:20]=[CH:19][CH:18]=[CH:17][CH:16]=2)=[O:12])[C:3]=1[CH2:1][CH3:2])#[N:41]. (5) The product is: [CH2:13]([S:15][C:16]1[N:20]([CH3:21])[N:19]=[C:18]([C:22]([F:24])([F:25])[F:23])[C:17]=1[C:26]1[S:12][C:3]2[C:2]([N:1]=1)=[CH:7][C:6]([C:8]([F:9])([F:11])[F:10])=[CH:5][N:4]=2)[CH3:14]. Given the reactants [NH2:1][C:2]1[C:3]([SH:12])=[N:4][CH:5]=[C:6]([C:8]([F:11])([F:10])[F:9])[CH:7]=1.[CH2:13]([S:15][C:16]1[N:20]([CH3:21])[N:19]=[C:18]([C:22]([F:25])([F:24])[F:23])[C:17]=1[CH:26]=O)[CH3:14].S([O-])([O-])=O.[Na+].[Na+].C(=O)(O)[O-].[Na+], predict the reaction product.